Dataset: NCI-60 drug combinations with 297,098 pairs across 59 cell lines. Task: Regression. Given two drug SMILES strings and cell line genomic features, predict the synergy score measuring deviation from expected non-interaction effect. (1) Drug 1: CC1OCC2C(O1)C(C(C(O2)OC3C4COC(=O)C4C(C5=CC6=C(C=C35)OCO6)C7=CC(=C(C(=C7)OC)O)OC)O)O. Drug 2: CCC1=C2CN3C(=CC4=C(C3=O)COC(=O)C4(CC)O)C2=NC5=C1C=C(C=C5)O. Cell line: SNB-75. Synergy scores: CSS=22.0, Synergy_ZIP=-2.69, Synergy_Bliss=0.370, Synergy_Loewe=-13.6, Synergy_HSA=1.72. (2) Drug 1: CC1=CC2C(CCC3(C2CCC3(C(=O)C)OC(=O)C)C)C4(C1=CC(=O)CC4)C. Drug 2: C1=CC=C(C=C1)NC(=O)CCCCCCC(=O)NO. Cell line: HT29. Synergy scores: CSS=14.2, Synergy_ZIP=-3.09, Synergy_Bliss=3.76, Synergy_Loewe=-11.3, Synergy_HSA=2.10. (3) Drug 1: C1CCC(C1)C(CC#N)N2C=C(C=N2)C3=C4C=CNC4=NC=N3. Drug 2: C1C(C(OC1N2C=C(C(=O)NC2=O)F)CO)O. Cell line: MDA-MB-231. Synergy scores: CSS=39.5, Synergy_ZIP=3.89, Synergy_Bliss=2.55, Synergy_Loewe=-21.1, Synergy_HSA=4.20. (4) Drug 1: CC1OCC2C(O1)C(C(C(O2)OC3C4COC(=O)C4C(C5=CC6=C(C=C35)OCO6)C7=CC(=C(C(=C7)OC)O)OC)O)O. Drug 2: N.N.Cl[Pt+2]Cl. Cell line: OVCAR-8. Synergy scores: CSS=28.7, Synergy_ZIP=1.61, Synergy_Bliss=2.05, Synergy_Loewe=-15.2, Synergy_HSA=1.51. (5) Drug 1: C1=CC(=CC=C1CCC2=CNC3=C2C(=O)NC(=N3)N)C(=O)NC(CCC(=O)O)C(=O)O. Drug 2: C1=CC(=CC=C1CCCC(=O)O)N(CCCl)CCCl. Cell line: SNB-75. Synergy scores: CSS=21.6, Synergy_ZIP=-8.05, Synergy_Bliss=-6.59, Synergy_Loewe=-3.72, Synergy_HSA=-1.94.